This data is from Peptide-MHC class I binding affinity with 185,985 pairs from IEDB/IMGT. The task is: Regression. Given a peptide amino acid sequence and an MHC pseudo amino acid sequence, predict their binding affinity value. This is MHC class I binding data. (1) The peptide sequence is NLLEDWGPCA. The MHC is Patr-A0401 with pseudo-sequence Patr-A0401. The binding affinity (normalized) is 0.308. (2) The peptide sequence is PVDEYITTY. The MHC is HLA-A01:01 with pseudo-sequence HLA-A01:01. The binding affinity (normalized) is 0.699. (3) The peptide sequence is LPCRIKQII. The MHC is HLA-A26:01 with pseudo-sequence HLA-A26:01. The binding affinity (normalized) is 0. (4) The peptide sequence is MSAEVAEL. The MHC is Mamu-A01 with pseudo-sequence Mamu-A01. The binding affinity (normalized) is 0.304.